This data is from Catalyst prediction with 721,799 reactions and 888 catalyst types from USPTO. The task is: Predict which catalyst facilitates the given reaction. (1) Reactant: [Cl:1][C:2]1[CH:3]=[C:4]2[C:9](=[CH:10][C:11]=1[C:12](O)=[O:13])[N:8]=[CH:7][N:6]=[C:5]2[NH:15][CH:16]([C:18]1[NH:22][C:21]2[CH:23]=[CH:24][C:25]([Cl:27])=[CH:26][C:20]=2[N:19]=1)[CH3:17].FC1C(OC(N(C)C)=[N+](C)C)=C(F)C(F)=C(F)C=1F.F[P-](F)(F)(F)(F)F.C(N(C(C)C)CC)(C)C.[CH:63]1([N:69]([CH2:71][CH:72]2[CH2:77][CH2:76][CH2:75][CH2:74][NH:73]2)[CH3:70])[CH2:68][CH2:67][CH2:66][CH2:65][CH2:64]1. Product: [Cl:1][C:2]1[CH:3]=[C:4]2[C:9](=[CH:10][C:11]=1[C:12]([N:73]1[CH2:74][CH2:75][CH2:76][CH2:77][CH:72]1[CH2:71][N:69]([CH:63]1[CH2:68][CH2:67][CH2:66][CH2:65][CH2:64]1)[CH3:70])=[O:13])[N:8]=[CH:7][N:6]=[C:5]2[NH:15][CH:16]([C:18]1[NH:22][C:21]2[CH:23]=[CH:24][C:25]([Cl:27])=[CH:26][C:20]=2[N:19]=1)[CH3:17]. The catalyst class is: 16. (2) Reactant: [Br:1][C:2]1[CH:7]=[CH:6][C:5]([OH:8])=[CH:4][N:3]=1.[H-].[Na+].I[CH2:12][CH2:13][CH3:14].O. Product: [Br:1][C:2]1[CH:7]=[CH:6][C:5]([O:8][CH2:12][CH2:13][CH3:14])=[CH:4][N:3]=1. The catalyst class is: 3.